This data is from NCI-60 drug combinations with 297,098 pairs across 59 cell lines. The task is: Regression. Given two drug SMILES strings and cell line genomic features, predict the synergy score measuring deviation from expected non-interaction effect. (1) Drug 1: COC1=CC(=CC(=C1O)OC)C2C3C(COC3=O)C(C4=CC5=C(C=C24)OCO5)OC6C(C(C7C(O6)COC(O7)C8=CC=CS8)O)O. Drug 2: CS(=O)(=O)OCCCCOS(=O)(=O)C. Cell line: SF-268. Synergy scores: CSS=31.6, Synergy_ZIP=2.68, Synergy_Bliss=5.40, Synergy_Loewe=-8.90, Synergy_HSA=5.10. (2) Cell line: SW-620. Synergy scores: CSS=-2.52, Synergy_ZIP=1.81, Synergy_Bliss=4.37, Synergy_Loewe=-1.92, Synergy_HSA=-1.04. Drug 2: C1C(C(OC1N2C=NC3=C2NC=NCC3O)CO)O. Drug 1: C1CCN(CC1)CCOC2=CC=C(C=C2)C(=O)C3=C(SC4=C3C=CC(=C4)O)C5=CC=C(C=C5)O.